This data is from Forward reaction prediction with 1.9M reactions from USPTO patents (1976-2016). The task is: Predict the product of the given reaction. (1) Given the reactants [NH2:1][CH2:2][CH:3]1[O:7][CH:6]([O:8][CH:9]([CH:49]2[CH:53]([OH:54])[CH:52]([OH:55])[CH:51]([N:56]3[CH:61]=[CH:60][C:59](=[O:62])[NH:58][C:57]3=[O:63])[O:50]2)[CH:10]([C:46](O)=[O:47])[NH:11][CH2:12][CH2:13][CH2:14][NH:15][C:16](=[O:45])[CH:17]([CH:40]([OH:44])[CH:41]([CH3:43])[CH3:42])[NH:18][C:19](=[O:39])[CH:20]([CH:32]2[CH2:37][CH2:36][NH:35][C:34](=[NH:38])[NH:33]2)[NH:21][C:22](=[O:31])[NH:23][CH:24]([CH:28]([CH3:30])[CH3:29])[C:25]([OH:27])=[O:26])[CH:5]([O:64][CH3:65])[CH:4]1[OH:66].[N:67]1[CH:72]=[CH:71][CH:70]=[CH:69][CH:68]=1.[CH3:73][OH:74], predict the reaction product. The product is: [CH3:6][C:5](=[O:64])[CH2:4][C:3](=[O:7])[CH3:2].[CH2:51]([N:56]=[C:57]=[O:63])[CH2:52][CH2:53][CH2:49][CH3:9].[NH2:1][CH2:2][C@H:3]1[O:7][CH:6]([O:8][C@@H:9]([C@@H:49]2[C@@H:53]([OH:54])[C@@H:52]([OH:55])[C@H:51]([N:56]3[CH:61]=[CH:60][C:59](=[O:62])[NH:58][C:57]3=[O:63])[O:50]2)[CH:10]2[N:11]([CH2:12][CH2:13][CH2:14][NH:15][C:16](=[O:45])[CH:17]([CH:40]([OH:44])[CH:41]([CH3:42])[CH3:43])[NH:18][C:19](=[O:39])[CH:20]([CH:32]3[CH2:37][CH2:36][NH:35][C:34](=[NH:38])[NH:33]3)[NH:21][C:22](=[O:31])[NH:23][CH:24]([CH:28]([CH3:30])[CH3:29])[C:25]([OH:27])=[O:26])[C:73](=[O:74])[N:67]([CH2:72][CH2:71][CH2:70][CH2:69][CH3:68])[C:46]2=[O:47])[C@H:5]([O:64][CH3:65])[C@H:4]1[OH:66]. (2) Given the reactants [CH:1]1[N:5]2[C:6]3[C:11]([N:12]=[C:13]([NH:14][NH:15][C:16](C4NC5C(C=4)=CC=CC=5)=[O:17])[C:4]2=[CH:3][CH:2]=1)=[CH:10][CH:9]=[CH:8][CH:7]=3.[NH:27]1[C:35]2[C:30](=[CH:31][CH:32]=[CH:33][CH:34]=2)[CH:29]=[C:28]1C(O)=O, predict the reaction product. The product is: [CH:1]1[N:5]2[C:6]3[C:11]([N:12]=[C:13]([NH:14][NH:15][C:16]([C:32]4[CH:31]=[C:30]5[C:35](=[CH:34][CH:33]=4)[NH:27][CH:28]=[CH:29]5)=[O:17])[C:4]2=[CH:3][CH:2]=1)=[CH:10][CH:9]=[CH:8][CH:7]=3. (3) Given the reactants [CH2:1]1[C:3]2([CH2:8][N:7]([C:9]3[C:10]4[CH:17]=[CH:16][NH:15][C:11]=4[N:12]=[CH:13][N:14]=3)[CH2:6][CH2:5][NH:4]2)[CH2:2]1.[CH:18]1([NH:22][S:23](Cl)(=[O:25])=[O:24])[CH2:21][CH2:20][CH2:19]1, predict the reaction product. The product is: [CH:18]1([NH:22][S:23]([N:4]2[C:3]3([CH2:1][CH2:2]3)[CH2:8][N:7]([C:9]3[C:10]4[CH:17]=[CH:16][NH:15][C:11]=4[N:12]=[CH:13][N:14]=3)[CH2:6][CH2:5]2)(=[O:25])=[O:24])[CH2:21][CH2:20][CH2:19]1. (4) Given the reactants S1C(CC2C(=O)OC(C)(C)OC2=O)=CC2C=CC=CC1=2.S1C(CC(C(O)=O)C(O)=O)=CC2C=CC=CC1=2.[F:38][C:39]1[CH:55]=[CH:54][C:42]([CH2:43][CH:44]2[C:49](=[O:50])[O:48]C(C)(C)[O:46][C:45]2=[O:53])=[CH:41][CH:40]=1, predict the reaction product. The product is: [F:38][C:39]1[CH:40]=[CH:41][C:42]([CH2:43][CH:44]([C:45]([OH:53])=[O:46])[C:49]([OH:50])=[O:48])=[CH:54][CH:55]=1. (5) The product is: [C:48]([O:54][C:55](=[O:63])[NH:1][C@@H:2]1[CH2:6][CH2:5][N:4]([C:7]2[N:15]=[C:14]3[C:10]([N:11]=[CH:12][N:13]3[C@H:16]3[C@H:20]([OH:21])[C@H:19]([OH:22])[C@@H:18]([C:23]4[N:24]=[N:25][N:26]([CH2:28][CH3:29])[N:27]=4)[O:17]3)=[C:9]([NH:30][CH2:31][C:32]([C:34]3[CH:39]=[CH:38][C:37]([F:40])=[CH:36][CH:35]=3)([C:41]3[CH:42]=[CH:43][C:44]([F:47])=[CH:45][CH:46]=3)[OH:33])[N:8]=2)[CH2:3]1)([CH3:64])([CH3:53])[CH3:49]. Given the reactants [NH2:1][C@@H:2]1[CH2:6][CH2:5][N:4]([C:7]2[N:15]=[C:14]3[C:10]([N:11]=[CH:12][N:13]3[C@H:16]3[C@H:20]([OH:21])[C@H:19]([OH:22])[C@@H:18]([C:23]4[N:24]=[N:25][N:26]([CH2:28][CH3:29])[N:27]=4)[O:17]3)=[C:9]([NH:30][CH2:31][C:32]([C:41]3[CH:46]=[CH:45][C:44]([F:47])=[CH:43][CH:42]=3)([C:34]3[CH:39]=[CH:38][C:37]([F:40])=[CH:36][CH:35]=3)[OH:33])[N:8]=2)[CH2:3]1.[C:48]1([O:54][C:55](=[O:63])NC2C=NC=CC=2)[CH:53]=CC=C[CH:49]=1.[C:64](#N)C, predict the reaction product. (6) Given the reactants C(N[CH:5]([CH3:7])[CH3:6])(C)C.[Li].CN(C)P(N(C)C)(N(C)C)=O.[CH3:20][C:21]1([CH2:26][CH2:27][C:28]([O:30][CH2:31][CH3:32])=[O:29])[O:25][CH2:24][CH2:23][O:22]1.C(I)CC, predict the reaction product. The product is: [CH3:20][C:21]1([CH2:26][CH:27]([CH2:7][CH2:5][CH3:6])[C:28]([O:30][CH2:31][CH3:32])=[O:29])[O:22][CH2:23][CH2:24][O:25]1.